This data is from hERG Central: cardiac toxicity at 1µM, 10µM, and general inhibition. The task is: Predict hERG channel inhibition at various concentrations. The compound is CCOC(=O)c1ccccc1NC1c2ccccc2C(=O)N1C1CCN(C(=O)OCC)CC1. Results: hERG_inhib (hERG inhibition (general)): blocker.